From a dataset of Forward reaction prediction with 1.9M reactions from USPTO patents (1976-2016). Predict the product of the given reaction. (1) Given the reactants [Si]([O:8][C:9]1[CH:14]=[C:13]([O:15][Si](C(C)(C)C)(C)C)[CH:12]=[CH:11][C:10]=1[C@H:23]1[CH2:28][CH2:27][C@H:26]([CH2:29][OH:30])[CH2:25][CH2:24]1)(C(C)(C)C)(C)C.[F-].C([N+](CCCC)(CCCC)CCCC)CCC, predict the reaction product. The product is: [OH:30][CH2:29][C@H:26]1[CH2:25][CH2:24][C@H:23]([C:10]2[CH:11]=[CH:12][C:13]([OH:15])=[CH:14][C:9]=2[OH:8])[CH2:28][CH2:27]1. (2) Given the reactants [CH2:1]([O:3][C:4](=[O:15])[CH2:5][C:6]1[CH:7]=[N:8][C:9]([O:13]C)=[C:10]([Br:12])[CH:11]=1)[CH3:2].IC, predict the reaction product. The product is: [CH2:1]([O:3][C:4](=[O:15])[CH2:5][C:6]1[CH:7]=[N:8][C:9]([OH:13])=[C:10]([Br:12])[CH:11]=1)[CH3:2].